From a dataset of Catalyst prediction with 721,799 reactions and 888 catalyst types from USPTO. Predict which catalyst facilitates the given reaction. (1) Reactant: [CH3:1][C:2]1[C@@H:19]([O:20][C:21]([C@H:23]([OH:39])[C@@H:24]([NH:31][C:32]([O:34][C:35]([CH3:38])([CH3:37])[CH3:36])=[O:33])[C:25]2[CH:30]=[CH:29][CH:28]=[CH:27][CH:26]=2)=[O:22])[CH2:18][C@@:14]2([OH:40])[C:15]([CH3:17])([CH3:16])[C:3]=1[C@@H:4]([OH:58])[C:5]([C@@:7]1([CH3:57])[C@H:12]([C@@H:13]2[O:41][C:42]([C:44]2[CH:49]=[CH:48][CH:47]=[CH:46][CH:45]=2)=[O:43])[C@:11]2([O:52][C:53]([CH3:55])=[O:54])[CH2:50][O:51][C@@H:10]2[CH2:9][C@@H:8]1[OH:56])=[O:6].O.O.O. Product: [CH3:1][C:2]1[C@@H:19]([O:20][C:21]([C@H:23]([OH:39])[C@@H:24]([NH:31][C:32]([O:34][C:35]([CH3:36])([CH3:37])[CH3:38])=[O:33])[C:25]2[CH:30]=[CH:29][CH:28]=[CH:27][CH:26]=2)=[O:22])[CH2:18][C@:14]2([OH:40])[C:15]([CH3:16])([CH3:17])[C:3]=1[C@@H:4]([OH:58])[C:5]([C@@:7]1([CH3:57])[C@H:12]([C@@H:13]2[O:41][C:42]([C:44]2[CH:45]=[CH:46][CH:47]=[CH:48][CH:49]=2)=[O:43])[C@:11]2([O:52][C:53]([CH3:55])=[O:54])[CH2:50][O:51][C@@H:10]2[CH2:9][C@@H:8]1[OH:56])=[O:6]. The catalyst class is: 13. (2) The catalyst class is: 470. Product: [Cl:1][C:2]1[CH:7]=[C:6]([C:8]([F:11])([F:10])[F:9])[CH:5]=[C:4]([NH2:12])[C:3]=1[NH:15][CH3:16]. Reactant: [Cl:1][C:2]1[CH:7]=[C:6]([C:8]([F:11])([F:10])[F:9])[CH:5]=[C:4]([N+:12]([O-])=O)[C:3]=1[NH:15][CH3:16].[H][H]. (3) Reactant: N1[C:10]2[C:5](=[CH:6]C=CC=2)[CH2:4][CH2:3][CH2:2]1.[NH2:11][C:12]1[CH:17]=[CH:16][CH:15]=[CH:14][CH:13]=1. Product: [CH3:6][C:5]1([CH3:10])[CH2:4][CH:3]([CH3:2])[CH:17]2[C:12](=[CH:13][CH:14]=[CH:15][CH2:16]2)[NH:11]1. The catalyst class is: 21. (4) Reactant: [CH2:1](Br)[CH:2]=[CH2:3].[CH2:5]([O:7][C:8](=[O:25])[CH2:9][O:10][C:11]1[CH:16]=[CH:15][C:14]([OH:17])=[CH:13][C:12]=1[O:18][CH2:19][C:20]([O:22][CH2:23][CH3:24])=[O:21])[CH3:6].C([O-])([O-])=O.[K+].[K+].O. Product: [CH2:5]([O:7][C:8](=[O:25])[CH2:9][O:10][C:11]1[CH:16]=[CH:15][C:14]([O:17][CH2:3][CH:2]=[CH2:1])=[CH:13][C:12]=1[O:18][CH2:19][C:20]([O:22][CH2:23][CH3:24])=[O:21])[CH3:6]. The catalyst class is: 3. (5) Reactant: [NH:1]1[C:9]2[C:4](=[CH:5][C:6]([NH:10][C:11]3[C:20]4[C:15](=[CH:16][CH:17]=[CH:18][CH:19]=4)[N:14]=[C:13]([C:21]4[CH:22]=[C:23]([CH:29]=[CH:30][CH:31]=4)[O:24][CH2:25][C:26]([OH:28])=O)[N:12]=3)=[CH:7][CH:8]=2)[CH:3]=[N:2]1.C[CH2:33][N:34](C(C)C)C(C)C.C1CN([P+](ON2N=NC3C=CC=CC2=3)(N2CCCC2)N2CCCC2)CC1.F[P-](F)(F)(F)(F)F.CN. Product: [NH:1]1[C:9]2[C:4](=[CH:5][C:6]([NH:10][C:11]3[C:20]4[C:15](=[CH:16][CH:17]=[CH:18][CH:19]=4)[N:14]=[C:13]([C:21]4[CH:22]=[C:23]([CH:29]=[CH:30][CH:31]=4)[O:24][CH2:25][C:26]([NH:34][CH3:33])=[O:28])[N:12]=3)=[CH:7][CH:8]=2)[CH:3]=[N:2]1. The catalyst class is: 59. (6) Reactant: [C:1]1([NH:7][C:8]2[CH:13]=[CH:12][CH:11]=[CH:10][C:9]=2[NH2:14])[CH:6]=[CH:5][CH:4]=[CH:3][CH:2]=1.C(N(CC)CC)C.[F:22][C:23]1[CH:31]=[C:30]([F:32])[CH:29]=[CH:28][C:24]=1[C:25](Cl)=O.CCOCC. Product: [F:22][C:23]1[CH:31]=[C:30]([F:32])[CH:29]=[CH:28][C:24]=1[C:25]1[N:7]([C:1]2[CH:2]=[CH:3][CH:4]=[CH:5][CH:6]=2)[C:8]2[CH:13]=[CH:12][CH:11]=[CH:10][C:9]=2[N:14]=1. The catalyst class is: 4.